This data is from Forward reaction prediction with 1.9M reactions from USPTO patents (1976-2016). The task is: Predict the product of the given reaction. (1) Given the reactants [NH3:1].[CH3:2][C:3]1[CH:4]=[C:5]([CH2:9][C:10](Cl)=[O:11])[CH:6]=[CH:7][CH:8]=1.Cl, predict the reaction product. The product is: [CH3:2][C:3]1[CH:4]=[C:5]([CH2:9][C:10]([NH2:1])=[O:11])[CH:6]=[CH:7][CH:8]=1. (2) Given the reactants FC(F)(F)S(O[CH2:7][C:8]([F:29])([F:28])[CH2:9][O:10][Si:11]([C:24]([CH3:27])([CH3:26])[CH3:25])([C:18]1[CH:23]=[CH:22][CH:21]=[CH:20][CH:19]=1)[C:12]1[CH:17]=[CH:16][CH:15]=[CH:14][CH:13]=1)(=O)=O.CCN(C(C)C)C(C)C.[F:41][C:42]1[CH:43]=[C:44]2[C:48](=[CH:49][CH:50]=1)[NH:47][CH:46]=[C:45]2[CH2:51][CH:52]([NH2:54])[CH3:53], predict the reaction product. The product is: [C:24]([Si:11]([C:18]1[CH:19]=[CH:20][CH:21]=[CH:22][CH:23]=1)([C:12]1[CH:17]=[CH:16][CH:15]=[CH:14][CH:13]=1)[O:10][CH2:9][C:8]([F:29])([F:28])[CH2:7][NH:54][CH:52]([CH3:53])[CH2:51][C:45]1[C:44]2[C:48](=[CH:49][CH:50]=[C:42]([F:41])[CH:43]=2)[NH:47][CH:46]=1)([CH3:25])([CH3:26])[CH3:27]. (3) The product is: [CH2:19]([N:4]1[CH:5]=[C:6]([O:9][CH3:10])[C:7](=[O:8])[C:2]([Cl:1])=[N:3]1)[C:16]1[CH:17]=[CH:18][CH:13]=[CH:14][CH:15]=1. Given the reactants [Cl:1][C:2]1[N:3]=[N:4][CH:5]=[C:6]([O:9][CH3:10])[C:7]=1[OH:8].[H-].[Na+].[CH:13]1[CH:18]=[CH:17][C:16]([CH2:19]Br)=[CH:15][CH:14]=1.O, predict the reaction product. (4) Given the reactants [C:1]([O:5][C:6]([N:8]1[CH2:13][CH2:12][CH:11](CS([O-])(=O)=O)[CH2:10][CH2:9]1)=[O:7])([CH3:4])([CH3:3])[CH3:2].[N-:19]=[N+:20]=[N-:21].[Na+], predict the reaction product. The product is: [C:1]([O:5][C:6]([N:8]1[CH2:13][CH2:12][CH:11]([N:19]=[N+:20]=[N-:21])[CH2:10][CH2:9]1)=[O:7])([CH3:4])([CH3:3])[CH3:2]. (5) Given the reactants [F:1][C:2]1([F:20])[CH2:8][O:7][C:6]2[CH:9]=[CH:10][C:11](I)=[CH:12][C:5]=2[N:4]2[N:14]=[C:15]([C:17]([NH2:19])=[O:18])[CH:16]=[C:3]12.N1CCCCC1.[CH3:27][C:28]1[O:32][N:31]=[C:30]([C@:33]([OH:37])([C:35]#[CH:36])[CH3:34])[CH:29]=1, predict the reaction product. The product is: [F:1][C:2]1([F:20])[CH2:8][O:7][C:6]2[CH:9]=[CH:10][C:11]([C:36]#[C:35][C@@:33]([OH:37])([C:30]3[CH:29]=[C:28]([CH3:27])[O:32][N:31]=3)[CH3:34])=[CH:12][C:5]=2[N:4]2[N:14]=[C:15]([C:17]([NH2:19])=[O:18])[CH:16]=[C:3]12. (6) Given the reactants [Al+3].[Cl-].[Cl-].[Cl-].[CH:5]([C:8]1[CH:13]=[CH:12][C:11]([CH2:14][CH:15]([CH3:19])[C:16](Cl)=[O:17])=[CH:10][CH:9]=1)([CH3:7])[CH3:6], predict the reaction product. The product is: [CH:5]([C:8]1[CH:13]=[C:12]2[C:11]([CH2:14][CH:15]([CH3:19])[C:16]2=[O:17])=[CH:10][CH:9]=1)([CH3:7])[CH3:6]. (7) The product is: [Cl:1][C:2]1[CH:18]=[CH:17][C:5]2[S:6][C:7]([C:10]3[N:11]=[C:12]([NH2:16])[N:13]=[C:14]([NH2:23])[CH:15]=3)=[C:8]([CH3:9])[C:4]=2[CH:3]=1. Given the reactants [Cl:1][C:2]1[CH:18]=[CH:17][C:5]2[S:6][C:7]([C:10]3[CH:15]=[CH:14][N:13]=[C:12]([NH2:16])[N:11]=3)=[C:8]([CH3:9])[C:4]=2[CH:3]=1.ClC1N=C(N)[N:23]=C(N)C=1.ClC1N=C(Cl)C=CN=1, predict the reaction product. (8) Given the reactants Br[C:2]1[CH:3]=[C:4]2[N:10]([O:11][CH:12]([C:14]3[C:19]([Cl:20])=[CH:18][CH:17]=[C:16]([F:21])[C:15]=3[Cl:22])[CH3:13])[CH:9]=[CH:8][C:5]2=[N:6][CH:7]=1.[OH:23][CH2:24][CH2:25][NH:26][S:27]([C:30]1[CH:35]=[CH:34][C:33](B(O)O)=[CH:32][CH:31]=1)(=[O:29])=[O:28], predict the reaction product. The product is: [Cl:22][C:15]1[C:16]([F:21])=[CH:17][CH:18]=[C:19]([Cl:20])[C:14]=1[CH:12]([O:11][N:10]1[C:4]2[C:5](=[N:6][CH:7]=[C:2]([C:33]3[CH:34]=[CH:35][C:30]([S:27]([NH:26][CH2:25][CH2:24][OH:23])(=[O:29])=[O:28])=[CH:31][CH:32]=3)[CH:3]=2)[CH:8]=[CH:9]1)[CH3:13].